Dataset: Reaction yield outcomes from USPTO patents with 853,638 reactions. Task: Predict the reaction yield, written as a fraction of the theoretical maximum amount of product (1.0 means a 100% yield; for example, 0.34 means a 34% yield). (1) The reactants are [N:1]1[C:10]2[C:5](=[CH:6][C:7](N)=[CH:8][CH:9]=2)[CH:4]=[CH:3][CH:2]=1.[CH2:12]=O.[BH3-][C:15]#[N:16].[Na+]. The catalyst is CO.O. The product is [CH3:12][N:16]([CH3:15])[C:7]1[CH:6]=[C:5]2[C:10](=[CH:9][CH:8]=1)[N:1]=[CH:2][CH:3]=[CH:4]2. The yield is 0.500. (2) The reactants are [Cl:1][C:2]1[S:3][C:4]([S:16](=[O:30])(=[O:29])[NH:17][C:18]2[CH:23]=[CH:22][C:21]([C:24]([O:26][CH3:27])=[O:25])=[C:20]([OH:28])[CH:19]=2)=[CH:5][C:6]=1[C:7]1[CH:8]=[C:9]([CH:13]=[CH:14][CH:15]=1)[C:10]([OH:12])=[O:11].C(N1C=CN=C1)(N1C=CN=C1)=O.N1C=C[CH:46]=[CH:45][CH:44]=1.CC(O)C. No catalyst specified. The product is [Cl:1][C:2]1[S:3][C:4]([S:16]([NH:17][C:18]2[CH:23]=[CH:22][C:21]([C:24]([O:26][CH3:27])=[O:25])=[C:20]([OH:28])[CH:19]=2)(=[O:30])=[O:29])=[CH:5][C:6]=1[C:7]1[CH:15]=[CH:14][CH:13]=[C:9]([C:10]([O:12][CH:45]([CH3:46])[CH3:44])=[O:11])[CH:8]=1. The yield is 0.420. (3) The reactants are Cl.CO.[CH3:4][C:5]1[C:10]([CH3:11])=[C:9]([S:12]([NH:15][C:16]([NH2:33])=[N:17][CH2:18][CH2:19][CH2:20][C@H:21]([NH:25]C(OC(C)(C)C)=O)[C:22]([OH:24])=O)(=[O:14])=[O:13])[C:8]([CH3:34])=[C:7]2[CH2:35][C:36]([CH3:39])([CH3:38])[O:37][C:6]=12.[C:40](=O)([O-])[O-:41].[Na+].[Na+]. The catalyst is C(OCC)(=O)C. The product is [NH2:25][C@H:21]([C:22]([O:41][CH3:40])=[O:24])[CH2:20][CH2:19][CH2:18][NH:17][C:16](=[NH:33])[NH:15][S:12]([C:9]1[C:8]([CH3:34])=[C:7]2[C:6]([O:37][C:36]([CH2:35]2)([CH3:39])[CH3:38])=[C:5]([CH3:4])[C:10]=1[CH3:11])(=[O:14])=[O:13]. The yield is 0.710. (4) The reactants are [C:1]1([S:7]([N:10]2[C:18]3[C:13](=[CH:14][CH:15]=[CH:16][CH:17]=3)[C:12]([C:19]3[N:20]([S:24]([C:27]4[CH:32]=[CH:31][CH:30]=[CH:29][CH:28]=4)(=[O:26])=[O:25])[CH:21]=[CH:22][N:23]=3)=[CH:11]2)(=[O:9])=[O:8])[CH:6]=[CH:5][CH:4]=[CH:3][CH:2]=1.C([Li])(C)(C)C.CCCCC.[CH3:43][O:44][C:45]1[CH:46]=[C:47]([CH:51]=[C:52]([O:56][CH3:57])[C:53]=1[O:54][CH3:55])[C:48](Cl)=[O:49]. The catalyst is C1COCC1. The product is [C:27]1([S:24]([N:20]2[CH:21]=[C:22]([C:48]([C:47]3[CH:51]=[C:52]([O:56][CH3:57])[C:53]([O:54][CH3:55])=[C:45]([O:44][CH3:43])[CH:46]=3)=[O:49])[N:23]=[C:19]2[C:12]2[C:13]3[C:18](=[CH:17][CH:16]=[CH:15][CH:14]=3)[N:10]([S:7]([C:1]3[CH:2]=[CH:3][CH:4]=[CH:5][CH:6]=3)(=[O:9])=[O:8])[CH:11]=2)(=[O:25])=[O:26])[CH:28]=[CH:29][CH:30]=[CH:31][CH:32]=1. The yield is 0.300.